From a dataset of Forward reaction prediction with 1.9M reactions from USPTO patents (1976-2016). Predict the product of the given reaction. Given the reactants [N:1]1([NH:7][C:8]([C:10]2[C:14]([CH2:15][OH:16])=[C:13]([C:17]3[CH:22]=[CH:21][C:20]([OH:23])=[CH:19][CH:18]=3)[N:12]([C:24]3[CH:29]=[CH:28][C:27]([Cl:30])=[CH:26][C:25]=3[Cl:31])[N:11]=2)=[O:9])[CH2:6][CH2:5][CH2:4][CH2:3][CH2:2]1.C(N(CC)CC)C.[F:39][C:40]([F:48])([F:47])[CH2:41][CH2:42][S:43](Cl)(=[O:45])=[O:44].O, predict the reaction product. The product is: [Cl:31][C:25]1[CH:26]=[C:27]([Cl:30])[CH:28]=[CH:29][C:24]=1[N:12]1[C:13]([C:17]2[CH:18]=[CH:19][C:20]([O:23][S:43]([CH2:42][CH2:41][C:40]([F:48])([F:47])[F:39])(=[O:45])=[O:44])=[CH:21][CH:22]=2)=[C:14]([CH2:15][OH:16])[C:10]([C:8](=[O:9])[NH:7][N:1]2[CH2:6][CH2:5][CH2:4][CH2:3][CH2:2]2)=[N:11]1.